From a dataset of Full USPTO retrosynthesis dataset with 1.9M reactions from patents (1976-2016). Predict the reactants needed to synthesize the given product. (1) Given the product [C:1]([C@H:3]1[CH2:6][C@H:5]([CH:7]([NH:9][C:10]([C:12]2[C:20]3[C:15](=[N:16][CH:17]=[C:18]([C:21]4[C:29]5[C:24](=[CH:25][C:26]([F:30])=[CH:27][CH:28]=5)[N:23]([CH3:31])[N:22]=4)[N:19]=3)[NH:14][CH:13]=2)=[O:11])[CH3:8])[CH2:4]1)#[N:2], predict the reactants needed to synthesize it. The reactants are: [C:1]([C@H:3]1[CH2:6][C@H:5]([CH:7]([NH:9][C:10]([C:12]2[C:20]3[C:15](=[N:16][CH:17]=[C:18]([C:21]4[C:29]5[C:24](=[CH:25][C:26]([F:30])=[CH:27][CH:28]=5)[N:23]([CH3:31])[N:22]=4)[N:19]=3)[N:14](COCC[Si](C)(C)C)[CH:13]=2)=[O:11])[CH3:8])[CH2:4]1)#[N:2].C(O)(C(F)(F)F)=O.C(N)CN. (2) Given the product [F:21][C:22]1[CH:30]=[CH:29][C:25]([CH2:26][N:27]([C:2]2[CH:7]=[CH:6][C:5]([N+:8]([O-:10])=[O:9])=[C:4]([O:11][CH:12]([CH3:14])[CH3:13])[CH:3]=2)[CH3:28])=[CH:24][CH:23]=1, predict the reactants needed to synthesize it. The reactants are: F[C:2]1[CH:7]=[CH:6][C:5]([N+:8]([O-:10])=[O:9])=[C:4]([O:11][CH:12]([CH3:14])[CH3:13])[CH:3]=1.C(=O)([O-])[O-].[K+].[K+].[F:21][C:22]1[CH:30]=[CH:29][C:25]([CH2:26][NH:27][CH3:28])=[CH:24][CH:23]=1.O. (3) Given the product [Br:1][C:2]1[CH:3]=[C:4]2[C:9](=[CH:10][CH:11]=1)[C:8]([F:14])=[C:7]([NH2:12])[CH:6]=[CH:5]2, predict the reactants needed to synthesize it. The reactants are: [Br:1][C:2]1[CH:3]=[C:4]2[C:9](=[CH:10][CH:11]=1)[CH:8]=[C:7]([NH2:12])[CH:6]=[CH:5]2.[B-](F)(F)(F)[F:14].[B-](F)(F)(F)F.C1[N+]2(O)CC[N+](F)(CC2)C1. (4) Given the product [Br:14][C:15]1[CH:16]=[C:17]([CH:18]2[C:3]3[C:4](=[O:13])[NH:5][N:6]([C:7]4[CH:12]=[CH:11][CH:10]=[CH:9][N:8]=4)[C:2]=3[NH:1][C:24]3[CH2:28][CH2:27][C:26](=[O:29])[C:25]2=3)[CH:20]=[CH:21][C:22]=1[F:23], predict the reactants needed to synthesize it. The reactants are: [NH2:1][C:2]1[N:6]([C:7]2[CH:12]=[CH:11][CH:10]=[CH:9][N:8]=2)[NH:5][C:4](=[O:13])[CH:3]=1.[Br:14][C:15]1[CH:16]=[C:17]([CH:20]=[CH:21][C:22]=1[F:23])[CH:18]=O.[C:24]1(=O)[CH2:28][CH2:27][C:26](=[O:29])[CH2:25]1. (5) Given the product [CH:1]1([C@H:4]([NH:6][C:7]2[N:15]=[C:14]([C:16]([OH:18])=[O:17])[N:13]=[C:12]3[C:8]=2[N:9]([CH2:27][C:28]2[CH:33]=[CH:32][C:31]([F:34])=[C:30]([C:35]([F:36])([F:37])[F:38])[CH:29]=2)[C:10]([C:20]2[CH:25]=[CH:24][CH:23]=[C:22]([CH3:26])[CH:21]=2)=[N:11]3)[CH3:5])[CH2:3][CH2:2]1, predict the reactants needed to synthesize it. The reactants are: [CH:1]1([C@H:4]([NH:6][C:7]2[N:15]=[C:14]([C:16]([O:18]C)=[O:17])[N:13]=[C:12]3[C:8]=2[N:9]([CH2:27][C:28]2[CH:33]=[CH:32][C:31]([F:34])=[C:30]([C:35]([F:38])([F:37])[F:36])[CH:29]=2)[C:10]([C:20]2[CH:21]=[C:22]([CH3:26])[CH:23]=[CH:24][CH:25]=2)=[N:11]3)[CH3:5])[CH2:3][CH2:2]1.[Li+].[OH-]. (6) Given the product [OH:9][C:4]1[CH:5]=[CH:6][C:7]([CH:24]=[O:25])=[CH:8][C:3]=1[C:2]([F:10])([F:11])[F:1], predict the reactants needed to synthesize it. The reactants are: [F:1][C:2]([F:11])([F:10])[C:3]1[CH:8]=[CH:7][CH:6]=[CH:5][C:4]=1[OH:9].C1N2CN3CN(C2)CN1C3.FC(F)(F)[C:24](O)=[O:25]. (7) Given the product [CH2:20]([O:27][C:28]([N:30]1[CH2:39][CH2:38][C:37]2[C:32](=[C:33]([C:11]3[CH:12]=[CH:13][C:8]([CH2:7][C:6]([O:5][C:1]([CH3:4])([CH3:3])[CH3:2])=[O:19])=[CH:9][C:10]=3[O:15][CH:16]([CH3:18])[CH3:17])[CH:34]=[CH:35][C:36]=2[F:40])[CH2:31]1)=[O:29])[C:21]1[CH:22]=[CH:23][CH:24]=[CH:25][CH:26]=1, predict the reactants needed to synthesize it. The reactants are: [C:1]([O:5][C:6](=[O:19])[CH2:7][C:8]1[CH:13]=[CH:12][C:11](Cl)=[C:10]([O:15][CH:16]([CH3:18])[CH3:17])[CH:9]=1)([CH3:4])([CH3:3])[CH3:2].[CH2:20]([O:27][C:28]([N:30]1[CH2:39][CH2:38][C:37]2[C:32](=[C:33](B3OC(C)(C)C(C)(C)O3)[CH:34]=[CH:35][C:36]=2[F:40])[CH2:31]1)=[O:29])[C:21]1[CH:26]=[CH:25][CH:24]=[CH:23][CH:22]=1.C(=O)([O-])[O-].[K+].[K+].